From a dataset of Full USPTO retrosynthesis dataset with 1.9M reactions from patents (1976-2016). Predict the reactants needed to synthesize the given product. The reactants are: [NH2:1][C:2]1[C:12]([NH:13][CH2:14][C:15]2[CH:20]=[CH:19][C:18]([Cl:21])=[CH:17][C:16]=2[Cl:22])=[CH:11][C:5]([C:6]([O:8][CH2:9][CH3:10])=[O:7])=[CH:4][N:3]=1.C(=O)([O-])O.[Na+].[C:28](O)(=O)[CH3:29]. Given the product [Cl:22][C:16]1[CH:17]=[C:18]([Cl:21])[CH:19]=[CH:20][C:15]=1[CH2:14][N:13]1[C:12]2[C:2](=[N:3][CH:4]=[C:5]([C:6]([O:8][CH2:9][CH3:10])=[O:7])[CH:11]=2)[N:1]=[C:28]1[CH3:29], predict the reactants needed to synthesize it.